Dataset: Forward reaction prediction with 1.9M reactions from USPTO patents (1976-2016). Task: Predict the product of the given reaction. (1) Given the reactants [CH2:1]([C:8]1[C:17]([OH:18])=[CH:16][CH:15]=[C:14]2[C:9]=1[C:10](=[O:26])[N:11]([CH2:21][CH2:22]CCO)[C:12](=[O:20])[N:13]2[CH3:19])[C:2]1[CH:7]=[CH:6][CH:5]=[CH:4][CH:3]=1.I[C:28]1[CH:33]=[CH:32][CH:31]=[C:30]([O:34][C:35]([F:38])([F:37])[F:36])[CH:29]=1.N1C=CC=CC=1[C:45](O)=[O:46], predict the reaction product. The product is: [CH2:1]([C:8]1[C:17]([O:18][C:28]2[CH:33]=[CH:32][CH:31]=[C:30]([O:34][C:35]([F:38])([F:37])[F:36])[CH:29]=2)=[CH:16][CH:15]=[C:14]2[C:9]=1[C:10](=[O:26])[N:11]([CH2:21][CH2:22][CH2:45][OH:46])[C:12](=[O:20])[N:13]2[CH3:19])[C:2]1[CH:3]=[CH:4][CH:5]=[CH:6][CH:7]=1. (2) The product is: [Cl:1][C:2]1[CH:7]=[CH:6][CH:5]=[CH:4][C:3]=1[C:8]1[C:16]2[C:11](=[N:12][C:13]([O:26][C:27]3[CH:32]=[CH:31][C:30]([F:33])=[CH:29][C:28]=3[F:34])=[N:14][C:15]=2[O:17][CH2:18][C@@H:19]([OH:20])[CH2:23][OH:22])[NH:10][N:9]=1. Given the reactants [Cl:1][C:2]1[CH:7]=[CH:6][CH:5]=[CH:4][C:3]=1[C:8]1[C:16]2[C:11](=[N:12][C:13]([O:26][C:27]3[CH:32]=[CH:31][C:30]([F:33])=[CH:29][C:28]=3[F:34])=[N:14][C:15]=2[O:17][CH2:18][C@H:19]2[CH2:23][O:22]C(C)(C)[O:20]2)[NH:10][N:9]=1.Cl, predict the reaction product. (3) Given the reactants Br[C:2]1[CH:7]=[CH:6][C:5]([C:8]([N:10]2[CH2:14][CH2:13][CH2:12][C@H:11]2[CH2:15][N:16]2[CH2:20][CH2:19][CH2:18][CH2:17]2)=[O:9])=[C:4]([F:21])[CH:3]=1.[CH3:22][O:23][C:24]1[N:29]=[CH:28][C:27](B(O)O)=[CH:26][N:25]=1, predict the reaction product. The product is: [F:21][C:4]1[CH:3]=[C:2]([C:27]2[CH:26]=[N:25][C:24]([O:23][CH3:22])=[N:29][CH:28]=2)[CH:7]=[CH:6][C:5]=1[C:8]([N:10]1[CH2:14][CH2:13][CH2:12][C@H:11]1[CH2:15][N:16]1[CH2:20][CH2:19][CH2:18][CH2:17]1)=[O:9]. (4) Given the reactants [Cl:1][C:2]1[CH:3]=[C:4]([CH:8]=[C:9]([OH:12])[C:10]=1[OH:11])[C:5]([OH:7])=[O:6].Cl[Si](C)(C)[CH3:15], predict the reaction product. The product is: [Cl:1][C:2]1[CH:3]=[C:4]([CH:8]=[C:9]([OH:12])[C:10]=1[OH:11])[C:5]([O:7][CH3:15])=[O:6]. (5) Given the reactants [C:1]([OH:12])(=[O:11])/[CH:2]=[CH:3]/[CH2:4][CH2:5][CH2:6][CH2:7][CH2:8][CH2:9][CH3:10].[CH:13]([S:16][CH2:17][CH2:18]O)([CH3:15])[CH3:14], predict the reaction product. The product is: [C:1]([O:12][CH2:18][CH2:17][S:16][CH:13]([CH3:15])[CH3:14])(=[O:11])/[CH:2]=[CH:3]/[CH2:4][CH2:5][CH2:6][CH2:7][CH2:8][CH2:9][CH3:10]. (6) Given the reactants [OH:1][C:2]1[CH:7]=[C:6]([CH3:8])[O:5][C:4](=O)[CH:3]=1.[NH2:10][C:11]1[CH:12]=[C:13]([CH:18]=[CH:19][C:20]=1[CH3:21])[C:14]([O:16][CH3:17])=[O:15].C(=O)([O-])[O-].[K+].[K+], predict the reaction product. The product is: [OH:1][C:2]1[CH:7]=[C:6]([CH3:8])[N:10]([C:11]2[CH:12]=[C:13]([CH:18]=[CH:19][C:20]=2[CH3:21])[C:14]([O:16][CH3:17])=[O:15])[C:4](=[O:5])[CH:3]=1. (7) Given the reactants C(OC(=O)[NH:7][C:8]1[S:9][C:10]2[CH:35]=[CH:34][CH:33]=[CH:32][C:11]=2[C:12]=1[C:13]([N:15]1[CH2:20][CH2:19][CH:18]([N:21]2[CH2:31][CH2:30][CH2:29][C:23]3([C:27](=[O:28])[NH:26][CH2:25][CH2:24]3)[CH2:22]2)[CH2:17][CH2:16]1)=[O:14])(C)(C)C.C(=O)([O-])[O-].[K+].[K+], predict the reaction product. The product is: [NH2:7][C:8]1[S:9][C:10]2[CH:35]=[CH:34][CH:33]=[CH:32][C:11]=2[C:12]=1[C:13]([N:15]1[CH2:16][CH2:17][CH:18]([N:21]2[CH2:31][CH2:30][CH2:29][C:23]3([C:27](=[O:28])[NH:26][CH2:25][CH2:24]3)[CH2:22]2)[CH2:19][CH2:20]1)=[O:14]. (8) Given the reactants F[C:2]1[N:7]=[C:6]([C:8]2[CH:13]=[CH:12][CH:11]=[CH:10][N:9]=2)[C:5]([O:14]C)=[CH:4][CH:3]=1.[CH3:16][S-:17].[Na+], predict the reaction product. The product is: [CH3:16][S:17][C:2]1[N:7]=[C:6]([C:8]2[CH:13]=[CH:12][CH:11]=[CH:10][N:9]=2)[C:5]([OH:14])=[CH:4][CH:3]=1.